From a dataset of Reaction yield outcomes from USPTO patents with 853,638 reactions. Predict the reaction yield, written as a fraction of the theoretical maximum amount of product (1.0 means a 100% yield; for example, 0.34 means a 34% yield). (1) The reactants are [CH3:1][C:2]1[CH:11]=[CH:10][C:9]2[C:4](=[CH:5][CH:6]=[CH:7][C:8]=2[CH:12]2[CH2:17][CH2:16][N:15]([CH2:18][C:19]([C:21]3[CH:22]=[CH:23][C:24]4[O:29][CH2:28][C:27](=[O:30])[NH:26][C:25]=4[CH:31]=3)=[O:20])[CH2:14][CH2:13]2)[N:3]=1.[BH4-].[Na+].[ClH:34]. The catalyst is CO. The product is [ClH:34].[ClH:34].[OH:20][CH:19]([C:21]1[CH:22]=[CH:23][C:24]2[O:29][CH2:28][C:27](=[O:30])[NH:26][C:25]=2[CH:31]=1)[CH2:18][N:15]1[CH2:16][CH2:17][CH:12]([C:8]2[CH:7]=[CH:6][CH:5]=[C:4]3[C:9]=2[CH:10]=[CH:11][C:2]([CH3:1])=[N:3]3)[CH2:13][CH2:14]1. The yield is 0.300. (2) The reactants are [Br:1][C:2]1[C:10]2[C:9](=[O:11])[NH:8][N:7]=[CH:6][C:5]=2[S:4][CH:3]=1.C1(P(C2C=CC=CC=2)C2C=CC=CC=2)C=CC=CC=1.N(/C(OCC)=O)=N\C(OCC)=O.[S:43]1[C:51]2[C:46](=[N:47][C:48]([CH2:52][CH2:53]O)=[CH:49][CH:50]=2)[CH:45]=[CH:44]1. The catalyst is C1COCC1. The product is [Br:1][C:2]1[C:10]2[C:9](=[O:11])[N:8]([CH2:53][CH2:52][C:48]3[N:47]=[C:46]4[CH:45]=[CH:44][S:43][C:51]4=[CH:50][CH:49]=3)[N:7]=[CH:6][C:5]=2[S:4][CH:3]=1. The yield is 0.471. (3) The reactants are [Cl:1][C:2]1[CH:3]=[C:4]([CH:23]=[CH:24][C:25]=1[O:26][CH3:27])[CH2:5][NH:6][C:7]1[C:12]([C:13]([OH:15])=O)=[CH:11][N:10]=[C:9]([N:16]2[CH2:20][CH2:19][CH2:18][C@H:17]2[CH2:21][OH:22])[N:8]=1.CN(C(ON1N=NC2C=CC=NC1=2)=[N+](C)C)C.F[P-](F)(F)(F)(F)F.CCN(C(C)C)C(C)C.[NH2:61][C@H:62]1[CH2:67][CH2:66][C@H:65]([OH:68])[CH2:64][CH2:63]1. The catalyst is CN(C=O)C.O.C(OCC)(=O)C. The product is [OH:68][C@H:65]1[CH2:66][CH2:67][C@H:62]([NH:61][C:13]([C:12]2[C:7]([NH:6][CH2:5][C:4]3[CH:23]=[CH:24][C:25]([O:26][CH3:27])=[C:2]([Cl:1])[CH:3]=3)=[N:8][C:9]([N:16]3[CH2:20][CH2:19][CH2:18][C@H:17]3[CH2:21][OH:22])=[N:10][CH:11]=2)=[O:15])[CH2:63][CH2:64]1. The yield is 0.310. (4) The reactants are [CH2:1]([C:4]1[C:8]2[CH:9]=[CH:10][C:11]([C:13]([F:16])([F:15])[F:14])=[CH:12][C:7]=2[S:6][C:5]=1[CH2:17][OH:18])[CH2:2][CH3:3].[Cr](Cl)([O-])(=O)=O.[NH+]1C=CC=CC=1.CCOCC. The catalyst is ClCCl. The product is [CH2:1]([C:4]1[C:8]2[CH:9]=[CH:10][C:11]([C:13]([F:15])([F:16])[F:14])=[CH:12][C:7]=2[S:6][C:5]=1[CH:17]=[O:18])[CH2:2][CH3:3]. The yield is 0.900. (5) The reactants are [C:1]([NH:9][C:10]1[S:11][C:12]([C:16]([OH:18])=O)=[C:13]([CH3:15])[N:14]=1)(=[O:8])[C:2]1[CH:7]=[CH:6][CH:5]=[CH:4][CH:3]=1.CN1CCOCC1.C(OC(Cl)=O)C(C)C.[CH2:34]([CH:36]([NH2:43])[C:37]1[CH:42]=[CH:41][CH:40]=[CH:39][CH:38]=1)[CH3:35]. The catalyst is O1CCCC1. The product is [C:37]1([CH:36]([NH:43][C:16]([C:12]2[S:11][C:10]([NH:9][C:1](=[O:8])[C:2]3[CH:3]=[CH:4][CH:5]=[CH:6][CH:7]=3)=[N:14][C:13]=2[CH3:15])=[O:18])[CH2:34][CH3:35])[CH:42]=[CH:41][CH:40]=[CH:39][CH:38]=1. The yield is 0.190.